From a dataset of Reaction yield outcomes from USPTO patents with 853,638 reactions. Predict the reaction yield, written as a fraction of the theoretical maximum amount of product (1.0 means a 100% yield; for example, 0.34 means a 34% yield). (1) The reactants are [CH3:1][O:2][C:3]([C:5]1[CH:6]=[C:7]([CH:11]=[C:12]([N:14]([CH3:19])[S:15]([CH3:18])(=[O:17])=[O:16])[CH:13]=1)[C:8](O)=[O:9])=[O:4].B.C1COCC1.C(O)(=O)C.O. The catalyst is C1COCC1. The product is [OH:9][CH2:8][C:7]1[CH:6]=[C:5]([CH:13]=[C:12]([N:14]([CH3:19])[S:15]([CH3:18])(=[O:17])=[O:16])[CH:11]=1)[C:3]([O:2][CH3:1])=[O:4]. The yield is 0.860. (2) The reactants are [NH2:1][C:2]1[C:3]([C:19]([O:21]C)=[O:20])=[N:4][C:5]([C:8]2[CH:13]=[CH:12][C:11]([C:14](=[O:18])[N:15]([CH3:17])[CH3:16])=[CH:10][CH:9]=2)=[CH:6][N:7]=1.[OH-].[Na+].Cl. The catalyst is CO.O. The product is [NH2:1][C:2]1[C:3]([C:19]([OH:21])=[O:20])=[N:4][C:5]([C:8]2[CH:13]=[CH:12][C:11]([C:14](=[O:18])[N:15]([CH3:17])[CH3:16])=[CH:10][CH:9]=2)=[CH:6][N:7]=1. The yield is 0.910. (3) The reactants are [N+:1]([C:4]1[CH:5]=[C:6]([CH:16]=[CH:17][CH:18]=1)[CH2:7]P(=O)(OCC)OCC)([O-:3])=[O:2].O=[C:20]1[CH2:25][CH2:24][N:23]([C:26]([O:28][C:29]([CH3:32])([CH3:31])[CH3:30])=[O:27])[CH2:22][CH2:21]1.[H-].[Na+]. The catalyst is O1CCCC1. The product is [N+:1]([C:4]1[CH:5]=[C:6]([CH:16]=[CH:17][CH:18]=1)[CH:7]=[C:20]1[CH2:25][CH2:24][N:23]([C:26]([O:28][C:29]([CH3:32])([CH3:31])[CH3:30])=[O:27])[CH2:22][CH2:21]1)([O-:3])=[O:2]. The yield is 1.00. (4) The yield is 0.870. The catalyst is C(Cl)Cl. The product is [C:1]12([C:11](=[O:21])[CH2:12][S:13]([CH2:15][C:16]3[S:17][CH:18]=[CH:19][CH:20]=3)(=[O:30])=[O:14])[CH2:8][CH:7]3[CH2:6][CH:5]([CH2:4][CH:3]([CH2:9]3)[CH2:2]1)[CH2:10]2. The reactants are [C:1]12([C:11](=[O:21])[CH2:12][S:13]([CH2:15][C:16]3[S:17][CH:18]=[CH:19][CH:20]=3)=[O:14])[CH2:10][CH:5]3[CH2:6][CH:7]([CH2:9][CH:3]([CH2:4]3)[CH2:2]1)[CH2:8]2.C1C=C(Cl)C=C(C(OO)=[O:30])C=1. (5) The reactants are [NH2:1][C:2]1[C:3]([C:10]([O:12][CH3:13])=[O:11])=[N:4][C:5]([Cl:9])=[C:6](Cl)[N:7]=1.O.[C:15]1(B(O)O)[CH:20]=[CH:19][CH:18]=[CH:17][CH:16]=1.C(=O)([O-])[O-].[Na+].[Na+]. The catalyst is O1CCCC1.[Pd].C1(P(C2C=CC=CC=2)C2C=CC=CC=2)C=CC=CC=1.C1(P(C2C=CC=CC=2)C2C=CC=CC=2)C=CC=CC=1.C1(P(C2C=CC=CC=2)C2C=CC=CC=2)C=CC=CC=1.C1(P(C2C=CC=CC=2)C2C=CC=CC=2)C=CC=CC=1.C1(C)C=CC=CC=1. The product is [NH2:1][C:2]1[C:3]([C:10]([O:12][CH3:13])=[O:11])=[N:4][C:5]([Cl:9])=[C:6]([C:15]2[CH:20]=[CH:19][CH:18]=[CH:17][CH:16]=2)[N:7]=1. The yield is 0.820. (6) The reactants are [Cl:1][C:2]1[CH:7]=[C:6]([CH3:8])[CH:5]=[C:4]([OH:9])[C:3]=1[C:10]([C:12]1[CH:17]=[CH:16][C:15]([O:18][CH3:19])=[CH:14][CH:13]=1)=[O:11].N1C=CC=CC=1.[C:26](OC(=O)C)(=[O:28])[CH3:27]. The catalyst is C(Cl)Cl. The product is [C:26]([O:9][C:4]1[C:3]([C:10]([C:12]2[CH:17]=[CH:16][C:15]([O:18][CH3:19])=[CH:14][CH:13]=2)=[O:11])=[C:2]([Cl:1])[CH:7]=[C:6]([CH3:8])[CH:5]=1)(=[O:28])[CH3:27]. The yield is 0.830. (7) The reactants are [CH3:1][O:2][C:3](=[O:23])[CH2:4][C:5]1[C:14]([CH3:15])=[C:13]([CH:16]2[CH2:21][CH2:20][NH:19][CH2:18][CH2:17]2)[C:12]2[C:7](=[CH:8][CH:9]=[C:10]([F:22])[CH:11]=2)[CH:6]=1.[Cl:24][C:25]1[CH:30]=[C:29]([Cl:31])[CH:28]=[CH:27][C:26]=1[S:32](Cl)(=[O:34])=[O:33].C(N(CC)C(C)C)(C)C. The catalyst is C1COCC1.O.[Cl-].[Na+].O. The product is [CH3:1][O:2][C:3](=[O:23])[CH2:4][C:5]1[C:14]([CH3:15])=[C:13]([CH:16]2[CH2:17][CH2:18][N:19]([S:32]([C:26]3[CH:27]=[CH:28][C:29]([Cl:31])=[CH:30][C:25]=3[Cl:24])(=[O:34])=[O:33])[CH2:20][CH2:21]2)[C:12]2[C:7](=[CH:8][CH:9]=[C:10]([F:22])[CH:11]=2)[CH:6]=1. The yield is 0.650.